This data is from Catalyst prediction with 721,799 reactions and 888 catalyst types from USPTO. The task is: Predict which catalyst facilitates the given reaction. (1) The catalyst class is: 7. Product: [C:1]([O:5][C:6]([NH:8][CH2:9][CH2:10][O:11][C:12]1[CH:21]=[C:20]([CH:19]=[CH:18][C:13]=1[CH2:14][OH:15])[C:22]#[N:23])=[O:7])([CH3:4])([CH3:2])[CH3:3]. Reactant: [C:1]([O:5][C:6]([NH:8][CH2:9][CH2:10][O:11][C:12]1[CH:21]=[C:20]([C:22]#[N:23])[CH:19]=[CH:18][C:13]=1[C:14](OC)=[O:15])=[O:7])([CH3:4])([CH3:3])[CH3:2].[BH4-].[Li+]. (2) Reactant: C(O[C:4](=[O:17])/[C:5](/[C:15]#[N:16])=[CH:6]\[NH:7][C:8]1[CH:13]=[CH:12][C:11]([I:14])=[CH:10][CH:9]=1)C.C(OC(=O)/C(/C#N)=C/NC1C=CC(I)=CC=1)C.CCOCC. The catalyst class is: 400. Product: [I:14][C:11]1[CH:12]=[C:13]2[C:8](=[CH:9][CH:10]=1)[NH:7][CH:6]=[C:5]([C:15]#[N:16])[C:4]2=[O:17]. (3) Reactant: [CH3:1][C:2]1[C:3]([CH:8]2[CH2:13][CH2:12][CH2:11][CH:10]([C:14]3[C:19]([CH3:20])=[CH:18][CH:17]=[CH:16][N:15]=3)[NH:9]2)=[N:4][CH:5]=[CH:6][CH:7]=1.[CH3:21][O:22][C:23](=[O:34])[C:24]1[CH:29]=[C:28]([C:30]#[N:31])[CH:27]=[CH:26][C:25]=1[CH2:32]Br.CCN(C(C)C)C(C)C. Product: [CH3:21][O:22][C:23](=[O:34])[C:24]1[CH:29]=[C:28]([C:30]#[N:31])[CH:27]=[CH:26][C:25]=1[CH2:32][N:9]1[CH:8]([C:3]2[C:2]([CH3:1])=[CH:7][CH:6]=[CH:5][N:4]=2)[CH2:13][CH2:12][CH2:11][CH:10]1[C:14]1[C:19]([CH3:20])=[CH:18][CH:17]=[CH:16][N:15]=1. The catalyst class is: 3. (4) Product: [Br:1][C:2]1[CH:9]=[C:8]([NH:12][C@H:13]([CH3:14])[C:15]([NH2:17])=[O:16])[CH:7]=[CH:6][C:3]=1[C:4]#[N:5]. The catalyst class is: 58. Reactant: [Br:1][C:2]1[CH:9]=[C:8](F)[CH:7]=[CH:6][C:3]=1[C:4]#[N:5].Cl.[NH2:12][C@@H:13]([C:15]([NH2:17])=[O:16])[CH3:14].CCN(C(C)C)C(C)C.CCOC(C)=O. (5) Reactant: [Br:1][C:2]1[CH:3]=[CH:4][C:5]([F:10])=[C:6]([CH:9]=1)[CH:7]=[O:8].[CH2:11]([Mg]Br)[CH3:12].O. Product: [Br:1][C:2]1[CH:3]=[CH:4][C:5]([F:10])=[C:6]([CH:7]([OH:8])[CH2:11][CH3:12])[CH:9]=1. The catalyst class is: 27.